From a dataset of Reaction yield outcomes from USPTO patents with 853,638 reactions. Predict the reaction yield, written as a fraction of the theoretical maximum amount of product (1.0 means a 100% yield; for example, 0.34 means a 34% yield). (1) The reactants are [CH:1]12[CH2:9][CH:5]([O:6][C:7]1=[O:8])[CH:4]=[CH:3][CH2:2]2.[CH2:10]([NH2:17])[C:11]1[CH:16]=[CH:15][CH:14]=[CH:13][CH:12]=1. No catalyst specified. The product is [CH2:10]([NH:17][C:7]([CH:1]1[CH2:9][CH:5]([OH:6])[CH:4]=[CH:3][CH2:2]1)=[O:8])[C:11]1[CH:16]=[CH:15][CH:14]=[CH:13][CH:12]=1. The yield is 0.780. (2) The reactants are [Si]([O:8][CH2:9]/[CH:10]=[CH:11]/[C:12](/[CH3:27])=[CH:13]/[CH:14]([CH3:26])[C:15]([C:17]1[CH:22]=[CH:21][C:20]([N:23]([CH3:25])[CH3:24])=[CH:19][CH:18]=1)=[O:16])(C(C)(C)C)(C)C.C(C1C(=O)C(Cl)=C(Cl)C(=O)C=1C#N)#N.CCOC(C)=O. The catalyst is C(Cl)Cl.CCCCCC. The product is [CH3:25][N:23]([CH3:24])[C:20]1[CH:19]=[CH:18][C:17]([C:15](=[O:16])[CH:14]([CH3:26])/[CH:13]=[C:12](\[CH3:27])/[CH:11]=[CH:10]/[CH:9]=[O:8])=[CH:22][CH:21]=1. The yield is 0.850.